From a dataset of Forward reaction prediction with 1.9M reactions from USPTO patents (1976-2016). Predict the product of the given reaction. Given the reactants [CH2:1]([O:3][C:4]1[CH:5]=[CH:6][C:7]2[C:11]([CH:12]=1)=[N:10][N:9]([C:13]1[CH:30]=[CH:29][C:16]([O:17][CH2:18][C@@H:19]([NH:21][C:22](=O)[O:23]C(C)(C)C)[CH3:20])=[CH:15][C:14]=1[F:31])[CH:8]=2)[CH3:2].Cl.[C:33](OCC)(=O)C, predict the reaction product. The product is: [OH2:3].[CH2:1]([O:3][C:4]1[CH:5]=[CH:6][C:7]2[C:11]([CH:12]=1)=[N:10][N:9]([C:13]1[CH:30]=[CH:29][C:16]([O:17][CH2:18][C@@H:19]([NH:21][C:22](=[O:23])[CH3:33])[CH3:20])=[CH:15][C:14]=1[F:31])[CH:8]=2)[CH3:2].